This data is from Reaction yield outcomes from USPTO patents with 853,638 reactions. The task is: Predict the reaction yield, written as a fraction of the theoretical maximum amount of product (1.0 means a 100% yield; for example, 0.34 means a 34% yield). (1) The reactants are [OH:1][C@H:2]1[CH2:7][CH2:6][C@H:5]([N:8]2[C:13](=[O:14])[C:12]([CH2:15][C:16]3[CH:21]=[CH:20][C:19]([C:22]4[C:23]([C:28]#[N:29])=[CH:24][CH:25]=[CH:26][CH:27]=4)=[CH:18][CH:17]=3)=[C:11]([CH2:30][CH2:31][CH3:32])[N:10]3[N:33]=[CH:34][CH:35]=[C:9]23)[CH2:4][CH2:3]1.Br[CH2:37][C:38]([O:40][C:41]([CH3:44])([CH3:43])[CH3:42])=[O:39].Cl. The catalyst is S([O-])(O)(=O)=O.C([N+](CCCC)(CCCC)CCCC)CCC.C1(C)C=CC=CC=1.C(OCC)(=O)C. The product is [C:41]([O:40][C:38](=[O:39])[CH2:37][O:1][C@H:2]1[CH2:3][CH2:4][C@H:5]([N:8]2[C:13](=[O:14])[C:12]([CH2:15][C:16]3[CH:21]=[CH:20][C:19]([C:22]4[CH:27]=[CH:26][CH:25]=[CH:24][C:23]=4[C:28]#[N:29])=[CH:18][CH:17]=3)=[C:11]([CH2:30][CH2:31][CH3:32])[N:10]3[N:33]=[CH:34][CH:35]=[C:9]23)[CH2:6][CH2:7]1)([CH3:44])([CH3:43])[CH3:42]. The yield is 0.930. (2) The reactants are Cl[C:2]1[N:7]=[C:6]2[N:8]=[C:9]([CH2:18][N:19]3[C:23]4[CH:24]=[N:25][CH:26]=[CH:27][C:22]=4[N:21]([CH:28]4[CH2:30][CH2:29]4)[C:20]3=[O:31])[N:10]([CH2:11][CH2:12][CH2:13][C:14]([F:17])([F:16])[F:15])[C:5]2=[CH:4][CH:3]=1.CC([O-])=O.[K+]. The catalyst is CO.[Pd]. The product is [CH:28]1([N:21]2[C:22]3[CH:27]=[CH:26][N:25]=[CH:24][C:23]=3[N:19]([CH2:18][C:9]3[N:10]([CH2:11][CH2:12][CH2:13][C:14]([F:15])([F:17])[F:16])[C:5]4[C:6]([N:8]=3)=[N:7][CH:2]=[CH:3][CH:4]=4)[C:20]2=[O:31])[CH2:30][CH2:29]1. The yield is 0.590. (3) The reactants are [CH2:1]([N:5]([CH2:22][CH2:23][CH2:24][CH3:25])[C:6]1[CH:11]=[CH:10][C:9]([CH:12]=[CH:13][C:14]2[CH:21]=[CH:20][C:17]([CH:18]=O)=[CH:16][CH:15]=2)=[CH:8][CH:7]=1)[CH2:2][CH2:3][CH3:4].[C:26]([C:28]1[C:29](=[C:36]([C:39]#[N:40])[C:37]#[N:38])[O:30][C:31]([CH3:35])([CH3:34])[C:32]=1[CH3:33])#[N:27].C([O-])(=O)C.[NH4+]. The catalyst is C(O)C.O1CCCC1. The product is [CH2:22]([N:5]([CH2:1][CH2:2][CH2:3][CH3:4])[C:6]1[CH:11]=[CH:10][C:9]([CH:12]=[CH:13][C:14]2[CH:21]=[CH:20][C:17]([CH:18]=[CH:33][C:32]3[C:31]([CH3:34])([CH3:35])[O:30][C:29](=[C:36]([C:37]#[N:38])[C:39]#[N:40])[C:28]=3[C:26]#[N:27])=[CH:16][CH:15]=2)=[CH:8][CH:7]=1)[CH2:23][CH2:24][CH3:25]. The yield is 0.884. (4) The reactants are C(C1[CH:8]=[CH:7][C:6]([C:9]2[CH:10]=[N:11][N:12]([C:15]3[CH:23]=[CH:22][C:18]([C:19]([OH:21])=O)=[CH:17][N:16]=3)[C:13]=2[OH:14])=[CH:5][CH:4]=1)#N.C(Cl)CCl.C1C=CC2N(O)N=NC=2C=1.CC[N:40](C(C)C)C(C)C.[NH2:47][CH:48]1[CH2:53][CH2:52][N:51](C(OC(C)(C)C)=O)[CH2:50][CH2:49]1.[C:61]([OH:67])(C(F)(F)F)=O. The catalyst is CO.C(Cl)Cl.CC(N(C)C)=O. The product is [OH:14][C:13]1[N:12]([C:15]2[CH:23]=[CH:22][C:18]([C:19]([NH:47][CH:48]3[CH2:49][CH2:50][NH:51][CH2:52][CH2:53]3)=[O:21])=[CH:17][N:16]=2)[N:11]=[CH:10][C:9]=1[C:6]1[CH:5]=[CH:4][N:40]=[C:8]([O:67][CH3:61])[CH:7]=1. The yield is 0.620. (5) The yield is 0.360. No catalyst specified. The reactants are [CH:1]1[C:10]2[C:5](=[CH:6][CH:7]=[CH:8][CH:9]=2)[CH:4]=[CH:3][C:2]=1[C:11]([NH:13][C@H:14]([C:19]([OH:21])=O)[CH2:15][CH:16]([CH3:18])[CH3:17])=[O:12].[C:22]([CH:24]([NH2:35])[CH2:25][C:26]1[C:34]2[C:29](=[CH:30][CH:31]=[CH:32][CH:33]=2)[NH:28][CH:27]=1)#[N:23].C(C(NC(C(NC(C1C=CC2C(=CC=CC=2)C=1)=O)CC(C)C)=O)CC(C)C)#N. The product is [C:22]([CH:24]([NH:35][C:19]([CH:14]([NH:13][C:11]([C:2]1[CH:3]=[CH:4][C:5]2[C:10](=[CH:9][CH:8]=[CH:7][CH:6]=2)[CH:1]=1)=[O:12])[CH2:15][CH:16]([CH3:17])[CH3:18])=[O:21])[CH2:25][C:26]1[C:34]2[C:29](=[CH:30][CH:31]=[CH:32][CH:33]=2)[NH:28][CH:27]=1)#[N:23].